This data is from Catalyst prediction with 721,799 reactions and 888 catalyst types from USPTO. The task is: Predict which catalyst facilitates the given reaction. (1) Product: [C:32]([C:36]1[CH:45]=[CH:44][C:39]([C:40]2[N:41]=[C:7]([C:4]3[N:3]=[C:2]([CH3:1])[NH:6][N:5]=3)[O:9][N:43]=2)=[CH:38][CH:37]=1)([CH3:35])([CH3:33])[CH3:34]. The catalyst class is: 303. Reactant: [CH3:1][C:2]1[NH:6][N:5]=[C:4]([C:7]([OH:9])=O)[N:3]=1.CCN=C=NCCCN(C)C.Cl.C1C=CC2N(O)N=NC=2C=1.[C:32]([C:36]1[CH:45]=[CH:44][C:39]([C:40](=[NH:43])[NH:41]O)=[CH:38][CH:37]=1)([CH3:35])([CH3:34])[CH3:33]. (2) Reactant: C1C=CC(P(C2C(C3C(P(C4C=CC=CC=4)C4C=CC=CC=4)=CC=C4C=3C=CC=C4)=C3C(C=CC=C3)=CC=2)C2C=CC=CC=2)=CC=1.C(=O)([O-])[O-].[Cs+].[Cs+].[CH2:53]([O:55][C:56]([C:58]1[C:59](OS(C(F)(F)F)(=O)=O)=[CH:60][C:61](=[O:72])[N:62]2[C:66]=1[CH:65]1[O:67][C:68]([CH3:71])([CH3:70])[O:69][CH:64]1[CH2:63]2)=[O:57])[CH3:54].[F:81][C:82]1[CH:88]=[C:87]([Br:89])[CH:86]=[CH:85][C:83]=1[NH2:84]. Product: [CH2:53]([O:55][C:56]([C:58]1[C:59]([NH:84][C:83]2[CH:85]=[CH:86][C:87]([Br:89])=[CH:88][C:82]=2[F:81])=[CH:60][C:61](=[O:72])[N:62]2[C:63]=1[CH:64]1[O:69][C:68]([CH3:70])([CH3:71])[O:67][CH:65]1[CH2:66]2)=[O:57])[CH3:54]. The catalyst class is: 164. (3) Reactant: [Br:1][C:2]1[CH:3]=[C:4]([CH2:16]O)[CH:5]=[CH:6][C:7]=1[O:8][Si:9]([C:12]([CH3:15])([CH3:14])[CH3:13])([CH3:11])[CH3:10].C1C=CC(P(C2C=CC=CC=2)C2C=CC=CC=2)=CC=1.[C:37]([O:41][C:42]([NH:44][C:45]([NH:47][C:48]([O:50][C:51]([CH3:54])([CH3:53])[CH3:52])=[O:49])=[NH:46])=[O:43])([CH3:40])([CH3:39])[CH3:38].CC(OC(/N=N/C(OC(C)C)=O)=O)C. Product: [C:51]([O:50][C:48]([N:47]([CH2:16][C:4]1[CH:5]=[CH:6][C:7]([O:8][Si:9]([C:12]([CH3:13])([CH3:14])[CH3:15])([CH3:10])[CH3:11])=[C:2]([Br:1])[CH:3]=1)[C:45]([NH:44][C:42]([O:41][C:37]([CH3:40])([CH3:39])[CH3:38])=[O:43])=[NH:46])=[O:49])([CH3:54])([CH3:53])[CH3:52]. The catalyst class is: 1. (4) Reactant: Cl.[CH3:2][CH:3]([CH2:7][CH2:8][N:9]1[CH2:14][CH2:13][CH2:12][CH2:11][CH2:10]1)[C:4]([OH:6])=[O:5].C(N(C(C)C)C(C)C)C.C(Cl)(=O)C(Cl)=O.C(OC([N:37]1[C:41]([NH2:42])=[CH:40][C:39]([C:43]2[CH:44]=[N:45][C:46]([O:49][CH3:50])=[CH:47][CH:48]=2)=[N:38]1)=O)(C)(C)C.FC(F)(F)C(O)=O. Product: [CH:4]([OH:6])=[O:5].[CH3:50][O:49][C:46]1[N:45]=[CH:44][C:43]([C:39]2[CH:40]=[C:41]([NH:42][C:4](=[O:6])[CH:3]([CH3:2])[CH2:7][CH2:8][N:9]3[CH2:14][CH2:13][CH2:12][CH2:11][CH2:10]3)[NH:37][N:38]=2)=[CH:48][CH:47]=1. The catalyst class is: 59. (5) Reactant: [CH3:1][O:2][CH2:3][O:4][C:5]1[CH:12]=[CH:11][CH:10]=[C:9]([O:13]COC)[C:6]=1[CH:7]=[O:8].Cl.CCOCC. Product: [OH:13][C:9]1[CH:10]=[CH:11][CH:12]=[C:5]([O:4][CH2:3][O:2][CH3:1])[C:6]=1[CH:7]=[O:8]. The catalyst class is: 220. (6) Reactant: [N+]([C:4]1[CH:9]=[CH:8][C:7]([N:10]2[CH:14]=[N:13][CH:12]=[N:11]2)=[CH:6][C:5]=1[CH:15]=[CH:16][N:17](C)C)([O-])=O. Product: [N:10]1([C:7]2[CH:6]=[C:5]3[C:4](=[CH:9][CH:8]=2)[NH:17][CH:16]=[CH:15]3)[CH:14]=[N:13][CH:12]=[N:11]1. The catalyst class is: 178. (7) Reactant: [ClH:1].[NH2:2][C:3]1[S:4][C:5]([C:16]2[CH:21]=[CH:20][N:19]=[C:18]([NH:22][CH2:23][C:24]3[CH:29]=[CH:28][CH:27]=[CH:26][CH:25]=3)[CH:17]=2)=[C:6]([C:8]2[CH:13]=[C:12]([CH3:14])[CH:11]=[C:10]([CH3:15])[CH:9]=2)[N:7]=1. Product: [ClH:1].[ClH:1].[NH2:2][C:3]1[S:4][C:5]([C:16]2[CH:21]=[CH:20][N:19]=[C:18]([NH:22][CH2:23][C:24]3[CH:29]=[CH:28][CH:27]=[CH:26][CH:25]=3)[CH:17]=2)=[C:6]([C:8]2[CH:13]=[C:12]([CH3:14])[CH:11]=[C:10]([CH3:15])[CH:9]=2)[N:7]=1. The catalyst class is: 5. (8) Reactant: BrC1C=CC(O)=C(C2C=[CH:16][C:15]3[C:10](=[CH:11][CH:12]=[C:13]([C:18]4[N:22]([CH:23]5[CH2:28][CH2:27][CH2:26][CH2:25][CH2:24]5)[C:21]5[CH:29]=[CH:30][C:31]([C:33]([OH:35])=[O:34])=[CH:32][C:20]=5[N:19]=4)[CH:14]=3)[N:9]=2)C=1.[CH:37]1([C:43]2[CH:48]=[CH:47][C:46]([O:49][CH3:50])=[CH:45][C:44]=2[C:51](=O)[CH3:52])[CH2:42][CH2:41][CH2:40][CH2:39][CH2:38]1.[OH-].[K+]. Product: [CH:23]1([N:22]2[C:21]3[CH:29]=[CH:30][C:31]([C:33]([OH:35])=[O:34])=[CH:32][C:20]=3[N:19]=[C:18]2[C:13]2[CH:14]=[C:15]3[C:10](=[CH:11][CH:12]=2)[N:9]=[C:51]([C:44]2[CH:45]=[C:46]([O:49][CH3:50])[CH:47]=[CH:48][C:43]=2[CH:37]2[CH2:42][CH2:41][CH2:40][CH2:39][CH2:38]2)[CH:52]=[CH:16]3)[CH2:24][CH2:25][CH2:26][CH2:27][CH2:28]1. The catalyst class is: 8.